This data is from Reaction yield outcomes from USPTO patents with 853,638 reactions. The task is: Predict the reaction yield, written as a fraction of the theoretical maximum amount of product (1.0 means a 100% yield; for example, 0.34 means a 34% yield). (1) The reactants are Br[CH2:2][CH2:3][CH2:4][CH2:5][CH2:6][CH2:7][O:8][CH2:9][C:10]([C:13]1[CH:18]=[CH:17][CH:16]=[CH:15][CH:14]=1)([F:12])[F:11].[CH2:19]([NH2:26])[C:20]1[CH:25]=[CH:24][CH:23]=[CH:22][CH:21]=1. The catalyst is C(OCC)C. The product is [CH2:19]([NH:26][CH2:2][CH2:3][CH2:4][CH2:5][CH2:6][CH2:7][O:8][CH2:9][C:10]([F:12])([F:11])[C:13]1[CH:18]=[CH:17][CH:16]=[CH:15][CH:14]=1)[C:20]1[CH:25]=[CH:24][CH:23]=[CH:22][CH:21]=1. The yield is 0.590. (2) The yield is 0.540. The product is [F:15][C:11]1[C:10]([N+:16]([O-:18])=[O:17])=[C:9]([CH2:4][C:3]([OH:19])=[O:2])[CH:14]=[CH:13][CH:12]=1. The catalyst is Cl.O. The reactants are C[O:2][C:3](=[O:19])[CH:4]([C:9]1[CH:14]=[CH:13][CH:12]=[C:11]([F:15])[C:10]=1[N+:16]([O-:18])=[O:17])C(OC)=O. (3) The reactants are [NH2:1][C:2]1[CH:3]=[CH:4][C:5]([F:26])=[C:6]([C@:8]23[CH2:16][O:15][CH2:14][C@H:13]2[CH2:12][S:11][C:10]([NH:17][C:18](=[O:25])[C:19]2[CH:24]=[CH:23][CH:22]=[CH:21][CH:20]=2)=[N:9]3)[CH:7]=1.[F:27][C:28]1[CH:29]=[CH:30][C:31]([C:34](O)=[O:35])=[N:32][CH:33]=1.O.ON1C2C=CC=CC=2N=N1.Cl.CN(C)CCCN=C=NCC.[OH-].[Na+]. The catalyst is ClCCl.CN(C=O)C. The product is [C:18]([NH:17][C:10]1[S:11][CH2:12][C@@H:13]2[CH2:14][O:15][CH2:16][C@:8]2([C:6]2[CH:7]=[C:2]([NH:1][C:34](=[O:35])[C:31]3[CH:30]=[CH:29][C:28]([F:27])=[CH:33][N:32]=3)[CH:3]=[CH:4][C:5]=2[F:26])[N:9]=1)(=[O:25])[C:19]1[CH:24]=[CH:23][CH:22]=[CH:21][CH:20]=1. The yield is 0.790. (4) The reactants are [CH2:1]([O:3][C:4](=[O:12])[C:5]1[CH:10]=[CH:9][CH:8]=[C:7](Br)[CH:6]=1)[CH3:2].[CH2:13]([O:20][CH2:21][N:22]1[N:26]=[N:25][C:24]([Sn](CCCC)(CCCC)CCCC)=[N:23]1)[C:14]1[CH:19]=[CH:18][CH:17]=[CH:16][CH:15]=1. The catalyst is C1(C)C=CC=CC=1.[Cu]I.C1C=CC([P]([Pd]([P](C2C=CC=CC=2)(C2C=CC=CC=2)C2C=CC=CC=2)([P](C2C=CC=CC=2)(C2C=CC=CC=2)C2C=CC=CC=2)[P](C2C=CC=CC=2)(C2C=CC=CC=2)C2C=CC=CC=2)(C2C=CC=CC=2)C2C=CC=CC=2)=CC=1. The product is [CH2:13]([O:20][CH2:21][N:22]1[N:26]=[N:25][C:24]([C:7]2[CH:6]=[C:5]([CH:10]=[CH:9][CH:8]=2)[C:4]([O:3][CH2:1][CH3:2])=[O:12])=[N:23]1)[C:14]1[CH:15]=[CH:16][CH:17]=[CH:18][CH:19]=1. The yield is 0.150. (5) The reactants are [N+](C1C=CC=CC=1S([N:13]([CH2:33][C:34]1[CH:39]=[CH:38][CH:37]=[CH:36][N:35]=1)[CH2:14][C:15]1[CH:20]=[CH:19][C:18]([CH2:21][NH:22][CH:23]2[C:32]3[N:31]=[CH:30][CH:29]=[CH:28][C:27]=3[CH2:26][CH2:25][CH2:24]2)=[CH:17][CH:16]=1)(=O)=O)([O-])=O.[CH2:40]([N:47]=[C:48]=[O:49])[C:41]1[CH:46]=[CH:45][CH:44]=[CH:43][CH:42]=1. The catalyst is ClCCl. The product is [CH2:40]([NH:47][C:48](=[O:49])[N:22]([CH2:21][C:18]1[CH:19]=[CH:20][C:15]([CH2:14][NH:13][CH2:33][C:34]2[CH:39]=[CH:38][CH:37]=[CH:36][N:35]=2)=[CH:16][CH:17]=1)[CH:23]1[C:32]2[N:31]=[CH:30][CH:29]=[CH:28][C:27]=2[CH2:26][CH2:25][CH2:24]1)[C:41]1[CH:46]=[CH:45][CH:44]=[CH:43][CH:42]=1. The yield is 0.810.